From a dataset of Catalyst prediction with 721,799 reactions and 888 catalyst types from USPTO. Predict which catalyst facilitates the given reaction. Reactant: [Cl:1][C:2]1[CH:10]=[CH:9][C:8]([C:11]2[CH:12]=[CH:13][C:14]([C:44]#[C:45][C@@:46]3([CH3:59])[O:51][CH2:50][CH2:49][N:48](C(OC(C)(C)C)=O)[CH2:47]3)=[N:15][C:16]=2[C@@H:17]([NH:27][C:28](=[O:43])[CH2:29][N:30]2[C:34]3[C:35]([F:40])([F:39])[C@@H:36]4[CH2:38][C@@H:37]4[C:33]=3[C:32]([C:41]#[N:42])=[N:31]2)[CH2:18][C:19]2[CH:24]=[C:23]([F:25])[CH:22]=[C:21]([F:26])[CH:20]=2)=[C:7]2[C:3]=1[C:4]([NH:61][S:62]([CH3:65])(=[O:64])=[O:63])=[N:5][N:6]2[CH3:60].C(O)(C(F)(F)F)=O. Product: [Cl:1][C:2]1[CH:10]=[CH:9][C:8]([C:11]2[C:16]([C@@H:17]([NH:27][C:28](=[O:43])[CH2:29][N:30]3[C:34]4[C:35]([F:39])([F:40])[C@@H:36]5[CH2:38][C@@H:37]5[C:33]=4[C:32]([C:41]#[N:42])=[N:31]3)[CH2:18][C:19]3[CH:20]=[C:21]([F:26])[CH:22]=[C:23]([F:25])[CH:24]=3)=[N:15][C:14]([C:44]#[C:45][C@@:46]3([CH3:59])[O:51][CH2:50][CH2:49][NH:48][CH2:47]3)=[CH:13][CH:12]=2)=[C:7]2[C:3]=1[C:4]([NH:61][S:62]([CH3:65])(=[O:64])=[O:63])=[N:5][N:6]2[CH3:60]. The catalyst class is: 2.